This data is from Full USPTO retrosynthesis dataset with 1.9M reactions from patents (1976-2016). The task is: Predict the reactants needed to synthesize the given product. Given the product [Br:37][CH2:1][C:2]1[C:3]([C:20]2[CH:25]=[CH:24][CH:23]=[C:22]([C:26]([F:29])([F:27])[F:28])[CH:21]=2)=[N:4][C:5]2[C:10]([C:11]=1[C:12]([O:14][CH3:15])=[O:13])=[CH:9][CH:8]=[C:7]([S:16]([CH3:19])(=[O:17])=[O:18])[CH:6]=2, predict the reactants needed to synthesize it. The reactants are: [CH3:1][C:2]1[C:3]([C:20]2[CH:25]=[CH:24][CH:23]=[C:22]([C:26]([F:29])([F:28])[F:27])[CH:21]=2)=[N:4][C:5]2[C:10]([C:11]=1[C:12]([O:14][CH3:15])=[O:13])=[CH:9][CH:8]=[C:7]([S:16]([CH3:19])(=[O:18])=[O:17])[CH:6]=2.C1C(=O)N([Br:37])C(=O)C1.